Predict the reactants needed to synthesize the given product. From a dataset of Full USPTO retrosynthesis dataset with 1.9M reactions from patents (1976-2016). Given the product [CH2:40]([O:39][C:37](=[O:38])[CH:36]=[C:3]([NH:5][C:6]1[CH:11]=[C:10]([O:12][CH3:13])[CH:9]=[CH:8][C:7]=1[I:14])[C:2]([F:16])([F:15])[F:1])[CH3:41], predict the reactants needed to synthesize it. The reactants are: [F:1][C:2]([F:16])([F:15])[C:3]([NH:5][C:6]1[CH:11]=[C:10]([O:12][CH3:13])[CH:9]=[CH:8][C:7]=1[I:14])=O.C1(P(=[CH:36][C:37]([O:39][CH3:40])=[O:38])(C2C=CC=CC=2)C2C=CC=CC=2)C=CC=CC=1.[C:41]1(C)C=CC=CC=1.